From a dataset of Acute oral toxicity (LD50) regression data from Zhu et al.. Regression/Classification. Given a drug SMILES string, predict its toxicity properties. Task type varies by dataset: regression for continuous values (e.g., LD50, hERG inhibition percentage) or binary classification for toxic/non-toxic outcomes (e.g., AMES mutagenicity, cardiotoxicity, hepatotoxicity). Dataset: ld50_zhu. (1) The drug is CCOC(=O)CCC1(CCC(=O)OCC)c2ccccc2-c2ccccc21. The rat oral LD50 is 1.77, given as -log10 of the dose in mol/kg body weight (higher means more acutely toxic). (2) The drug is COC(=O)C(C)Oc1ccc(Oc2ccc(Cl)cc2Cl)cc1. The rat oral LD50 is 2.78, given as -log10 of the dose in mol/kg body weight (higher means more acutely toxic).